From a dataset of Forward reaction prediction with 1.9M reactions from USPTO patents (1976-2016). Predict the product of the given reaction. (1) Given the reactants [NH2:1][C:2](=[O:22])[CH2:3][NH:4]/[C:5](/[C:12]1[CH:17]=[CH:16][CH:15]=[CH:14][C:13]=1[O:18][CH2:19][CH2:20][OH:21])=[CH:6]\[C:7]([O:9]CC)=O.C[Si]([N:27]=[C:28]=[S:29])(C)C.O, predict the reaction product. The product is: [OH:21][CH2:20][CH2:19][O:18][C:13]1[CH:14]=[CH:15][CH:16]=[CH:17][C:12]=1[C:5]1[N:4]([CH2:3][C:2]([NH2:1])=[O:22])[C:28](=[S:29])[NH:27][C:7](=[O:9])[CH:6]=1. (2) Given the reactants [Li+].[OH-].C[O:4][C:5]([C@H:7]1[CH2:12][CH2:11][C@H:10]([CH2:13][N:14]2[C:18]3[CH:19]=[C:20]([O:23][CH2:24][C:25]4[CH:30]=[CH:29][C:28]([O:31][CH3:32])=[CH:27][CH:26]=4)[CH:21]=[CH:22][C:17]=3[N:16]([CH3:33])[C:15]2=[O:34])[CH2:9][CH2:8]1)=[O:6].O, predict the reaction product. The product is: [CH3:32][O:31][C:28]1[CH:27]=[CH:26][C:25]([CH2:24][O:23][C:20]2[CH:21]=[CH:22][C:17]3[N:16]([CH3:33])[C:15](=[O:34])[N:14]([CH2:13][C@H:10]4[CH2:11][CH2:12][C@H:7]([C:5]([OH:6])=[O:4])[CH2:8][CH2:9]4)[C:18]=3[CH:19]=2)=[CH:30][CH:29]=1. (3) Given the reactants [Cl:1][C:2]1[CH:22]=[C:21]([CH2:23][O:24][C:25]2[CH:30]=[CH:29][CH:28]=[CH:27][CH:26]=2)[CH:20]=[CH:19][C:3]=1[CH2:4][C:5]1[C:13]2[C:8](=[CH:9][CH:10]=[C:11]([C:14]([O:16]C)=[O:15])[CH:12]=2)[NH:7][C:6]=1[CH3:18].[OH-].[Na+].C(O)C.Cl, predict the reaction product. The product is: [C:14]([C:11]1[CH:12]=[C:13]2[C:8](=[CH:9][CH:10]=1)[NH:7][C:6]([CH3:18])=[C:5]2[CH2:4][C:3]1[CH:19]=[CH:20][C:21]([CH2:23][O:24][C:25]2[CH:30]=[CH:29][CH:28]=[CH:27][CH:26]=2)=[CH:22][C:2]=1[Cl:1])([OH:16])=[O:15].